Dataset: Forward reaction prediction with 1.9M reactions from USPTO patents (1976-2016). Task: Predict the product of the given reaction. (1) Given the reactants F[C:2]1[CH:3]=[C:4]2[C:8](=[CH:9][CH:10]=1)[CH2:7][CH:6]=[CH:5]2.C1(C2C=C[N+]([O-:23])=CC=2)C=CC=CC=1.Cl[O-].[Na+].CCCCCC, predict the reaction product. The product is: [CH:7]12[O:23][CH:6]1[CH2:5][C:4]1[C:8]2=[CH:9][CH:10]=[CH:2][CH:3]=1. (2) The product is: [CH3:50][CH:49]([N:51]1[CH2:56][CH2:55][N:54]([C:57]([C@H:59]2[CH2:63][CH2:62][N:61]([C:2]3[CH:7]=[N:6][C:5]([C:8]([F:11])([F:10])[F:9])=[CH:4][CH:3]=3)[CH2:60]2)=[O:58])[CH2:53][CH2:52]1)[CH3:48]. Given the reactants Br[C:2]1[CH:3]=[CH:4][C:5]([C:8]([F:11])([F:10])[F:9])=[N:6][CH:7]=1.C1(P(C2CCCCC2)C2C=CC=CC=2C2C=CC=CC=2N(C)C)CCCCC1.P([O-])([O-])([O-])=O.[K+].[K+].[K+].[CH3:48][CH:49]([N:51]1[CH2:56][CH2:55][N:54]([C:57]([C@H:59]2[CH2:63][CH2:62][NH:61][CH2:60]2)=[O:58])[CH2:53][CH2:52]1)[CH3:50], predict the reaction product.